From a dataset of Reaction yield outcomes from USPTO patents with 853,638 reactions. Predict the reaction yield, written as a fraction of the theoretical maximum amount of product (1.0 means a 100% yield; for example, 0.34 means a 34% yield). (1) The reactants are [OH:1][C:2]1[CH:11]=[CH:10][C:5]([C:6]([NH:8][NH2:9])=[O:7])=[CH:4][CH:3]=1.[C:12](O[C:12]([O:14][C:15]([CH3:18])([CH3:17])[CH3:16])=[O:13])([O:14][C:15]([CH3:18])([CH3:17])[CH3:16])=[O:13].CCOCC. The catalyst is C1COCC1. The product is [OH:1][C:2]1[CH:11]=[CH:10][C:5]([C:6]([NH:8][NH:9][C:12]([O:14][C:15]([CH3:18])([CH3:17])[CH3:16])=[O:13])=[O:7])=[CH:4][CH:3]=1. The yield is 0.640. (2) The reactants are [O:1]1[C:9]2[CH:8]=[CH:7][N:6]=[CH:5][C:4]=2[CH:3]=[CH:2]1.[NH2:10][O:11][C:12]1[CH:17]=[CH:16][C:15]([N+:18]([O-:20])=[O:19])=[CH:14][C:13]=1[N+:21]([O-:23])=[O:22].C(OCC)C. The catalyst is C(#N)C. The product is [N+:21]([C:13]1[CH:14]=[C:15]([N+:18]([O-:20])=[O:19])[CH:16]=[CH:17][C:12]=1[O-:11])([O-:23])=[O:22].[NH2:10][N+:6]1[CH:7]=[CH:8][C:9]2[O:1][CH:2]=[CH:3][C:4]=2[CH:5]=1. The yield is 0.800. (3) The reactants are [NH2:1][C:2]1[C:7]2[NH:8][C:9]([NH:11][C:12]([C:14]3[N:15]=[CH:16][C:17]4[C:22]([CH:23]=3)=[CH:21][CH:20]=[CH:19][CH:18]=4)=[O:13])=[N:10][C:6]=2[CH:5]=[CH:4][CH:3]=1.N1([C:29]([N:31]2[CH:35]=[CH:34]N=C2)=[O:30])C=CN=C1.[F:36][C:37]1[CH:42]=CC(N)=[CH:39][CH:38]=1. The catalyst is CN(C=O)C. The product is [F:36][C:37]1[CH:42]=[CH:34][C:35]([NH:31][C:29](=[O:30])[NH:1][C:2]2[C:7]3[NH:8][C:9]([NH:11][C:12]([C:14]4[N:15]=[CH:16][C:17]5[C:22]([CH:23]=4)=[CH:21][CH:20]=[CH:19][CH:18]=5)=[O:13])=[N:10][C:6]=3[CH:5]=[CH:4][CH:3]=2)=[CH:39][CH:38]=1. The yield is 0.390. (4) The reactants are [CH3:1][O:2][CH2:3][C@@H:4]([O:6][C:7]1[CH:8]=[C:9]([CH:14]=[C:15]([O:17][CH2:18][C:19]2[CH:24]=[CH:23][CH:22]=[CH:21][CH:20]=2)[CH:16]=1)[C:10]([O:12]C)=[O:11])[CH3:5].[OH-].[Na+]. The catalyst is C1COCC1.CO.O. The product is [CH3:1][O:2][CH2:3][C@@H:4]([O:6][C:7]1[CH:8]=[C:9]([CH:14]=[C:15]([O:17][CH2:18][C:19]2[CH:20]=[CH:21][CH:22]=[CH:23][CH:24]=2)[CH:16]=1)[C:10]([OH:12])=[O:11])[CH3:5]. The yield is 0.990. (5) The reactants are [Br:1][C:2]1[CH:12]=[CH:11][C:5]([CH:6]=[CH:7][C:8]([OH:10])=[O:9])=[CH:4][CH:3]=1.[Cl-].[NH4+]. The catalyst is CN(C)C=O. The product is [Br:1][C:2]1[CH:3]=[CH:4][C:5]([CH2:6][CH2:7][C:8]([OH:10])=[O:9])=[CH:11][CH:12]=1. The yield is 0.730. (6) The reactants are [C:1]([O:5][C:6]([N:8]1[CH2:18][CH:17]2[CH2:19][CH:10]([C:11]3[CH:12]=[C:13]([N+:25]([O-])=O)[C:14]([NH:20][CH2:21][CH2:22][CH2:23][CH3:24])=[CH:15][C:16]=32)[CH2:9]1)=[O:7])([CH3:4])([CH3:3])[CH3:2].C([O-])=O.[NH4+]. The catalyst is CO.[OH-].[OH-].[Pd+2]. The product is [C:1]([O:5][C:6]([N:8]1[CH2:18][CH:17]2[CH2:19][CH:10]([C:11]3[CH:12]=[C:13]([NH2:25])[C:14]([NH:20][CH2:21][CH2:22][CH2:23][CH3:24])=[CH:15][C:16]=32)[CH2:9]1)=[O:7])([CH3:4])([CH3:3])[CH3:2]. The yield is 1.00.